This data is from NCI-60 drug combinations with 297,098 pairs across 59 cell lines. The task is: Regression. Given two drug SMILES strings and cell line genomic features, predict the synergy score measuring deviation from expected non-interaction effect. (1) Synergy scores: CSS=0.902, Synergy_ZIP=-1.52, Synergy_Bliss=-2.60, Synergy_Loewe=-3.99, Synergy_HSA=-4.10. Drug 2: C1C(C(OC1N2C=NC3=C2NC=NCC3O)CO)O. Cell line: MDA-MB-435. Drug 1: CC(CN1CC(=O)NC(=O)C1)N2CC(=O)NC(=O)C2. (2) Drug 1: CCC(=C(C1=CC=CC=C1)C2=CC=C(C=C2)OCCN(C)C)C3=CC=CC=C3.C(C(=O)O)C(CC(=O)O)(C(=O)O)O. Drug 2: C1CN(CCN1C(=O)CCBr)C(=O)CCBr. Cell line: HS 578T. Synergy scores: CSS=7.54, Synergy_ZIP=-4.14, Synergy_Bliss=4.28, Synergy_Loewe=-4.68, Synergy_HSA=0.820. (3) Drug 1: CCC1=CC2CC(C3=C(CN(C2)C1)C4=CC=CC=C4N3)(C5=C(C=C6C(=C5)C78CCN9C7C(C=CC9)(C(C(C8N6C)(C(=O)OC)O)OC(=O)C)CC)OC)C(=O)OC.C(C(C(=O)O)O)(C(=O)O)O. Drug 2: CN(C)N=NC1=C(NC=N1)C(=O)N. Cell line: UACC-257. Synergy scores: CSS=19.8, Synergy_ZIP=-2.24, Synergy_Bliss=5.01, Synergy_Loewe=-27.3, Synergy_HSA=0.0719. (4) Synergy scores: CSS=23.4, Synergy_ZIP=-0.897, Synergy_Bliss=5.53, Synergy_Loewe=7.13, Synergy_HSA=6.63. Drug 2: CC12CCC3C(C1CCC2OP(=O)(O)O)CCC4=C3C=CC(=C4)OC(=O)N(CCCl)CCCl.[Na+]. Cell line: M14. Drug 1: CC1CCC2CC(C(=CC=CC=CC(CC(C(=O)C(C(C(=CC(C(=O)CC(OC(=O)C3CCCCN3C(=O)C(=O)C1(O2)O)C(C)CC4CCC(C(C4)OC)O)C)C)O)OC)C)C)C)OC.